From a dataset of Full USPTO retrosynthesis dataset with 1.9M reactions from patents (1976-2016). Predict the reactants needed to synthesize the given product. (1) Given the product [CH3:16][C:17]1[CH:36]=[C:35]([CH3:37])[CH:34]=[C:33]([CH3:38])[C:18]=1[CH2:19][CH:20]([OH:32])[CH2:21][O:22][CH2:23][CH2:24][O:25][CH2:26][CH2:27][O:28][CH2:29][CH2:30][O:31][CH2:13][CH2:12][O:11][CH2:10][CH2:9][O:8][CH2:7][CH2:6][O:5][CH2:4][CH2:3][OH:15], predict the reactants needed to synthesize it. The reactants are: [H-].[Na+].[CH2:3]([OH:15])[CH2:4][O:5][CH2:6][CH2:7][O:8][CH2:9][CH2:10][O:11][CH2:12][CH2:13]O.[CH3:16][C:17]1[CH:36]=[C:35]([CH3:37])[CH:34]=[C:33]([CH3:38])[C:18]=1[CH2:19][CH:20]([OH:32])[CH2:21][O:22][CH2:23][CH2:24][O:25][CH2:26][CH2:27][O:28][CH2:29][CH2:30][OH:31].CCCCCC. (2) Given the product [CH2:1]([O:8][C:9]1[CH:10]=[CH:11][C:12]([CH2:24][C:23]([O:22][C:18]([CH3:21])([CH3:20])[CH3:19])=[O:26])=[C:13]([CH3:15])[CH:14]=1)[C:2]1[CH:7]=[CH:6][CH:5]=[CH:4][CH:3]=1, predict the reactants needed to synthesize it. The reactants are: [CH2:1]([O:8][C:9]1[CH:10]=[CH:11][C:12](Br)=[C:13]([CH3:15])[CH:14]=1)[C:2]1[CH:7]=[CH:6][CH:5]=[CH:4][CH:3]=1.[Cl-].[C:18]([O:22][C:23](=[O:26])[CH2:24][Zn+])([CH3:21])([CH3:20])[CH3:19].CC(C1C=C(C(C)C)C(C2C=CC=CC=2P(C2CCCCC2)C2CCCCC2)=C(C(C)C)C=1)C. (3) Given the product [NH2:1][C:2]1[N:7]=[CH:6][N:5]=[C:4]2[N:8]([CH2:25][C@@H:26]3[CH2:30][CH2:29][CH2:28][N:27]3[C:31]([C:32](=[CH:43][C:38]3([CH3:40])[CH2:39][O:36][CH2:37]3)[C:33]#[N:34])=[O:35])[N:9]=[C:10]([C:11]3[CH:16]=[CH:15][C:14]([O:17][C:18]4[CH:19]=[CH:20][CH:21]=[CH:22][CH:23]=4)=[CH:13][C:12]=3[F:24])[C:3]=12, predict the reactants needed to synthesize it. The reactants are: [NH2:1][C:2]1[N:7]=[CH:6][N:5]=[C:4]2[N:8]([CH2:25][C@@H:26]3[CH2:30][CH2:29][CH2:28][N:27]3[C:31](=[O:35])[CH2:32][C:33]#[N:34])[N:9]=[C:10]([C:11]3[CH:16]=[CH:15][C:14]([O:17][C:18]4[CH:23]=[CH:22][CH:21]=[CH:20][CH:19]=4)=[CH:13][C:12]=3[F:24])[C:3]=12.[O:36]1[CH2:39][CH:38]([CH:40]=O)[CH2:37]1.N1CCCC[CH2:43]1. (4) Given the product [OH:24]/[C:18](=[C:13]1/[CH2:12][O:11][CH2:16][CH2:15][C:14]/1=[O:17])/[C:19]([O:21][CH2:22][CH3:23])=[O:20], predict the reactants needed to synthesize it. The reactants are: C[Si]([N-][Si](C)(C)C)(C)C.[Li+].[O:11]1[CH2:16][CH2:15][C:14](=[O:17])[CH2:13][CH2:12]1.[C:18](OCC)(=[O:24])[C:19]([O:21][CH2:22][CH3:23])=[O:20]. (5) Given the product [F:1][C:2]1[CH:20]=[CH:19][C:5]([O:6][C:7]2[CH:8]=[CH:9][C:10]3[N:14]=[C:13]([CH2:15][O:16][C:23]4[CH:24]=[C:25]([CH:30]=[CH:31][CH:32]=4)[C:26]([O:28][CH3:29])=[O:27])[N:12]([CH3:17])[C:11]=3[CH:18]=2)=[CH:4][C:3]=1[CH3:21], predict the reactants needed to synthesize it. The reactants are: [F:1][C:2]1[CH:20]=[CH:19][C:5]([O:6][C:7]2[CH:8]=[CH:9][C:10]3[N:14]=[C:13]([CH2:15][OH:16])[N:12]([CH3:17])[C:11]=3[CH:18]=2)=[CH:4][C:3]=1[CH3:21].O[C:23]1[CH:24]=[C:25]([CH:30]=[CH:31][CH:32]=1)[C:26]([O:28][CH3:29])=[O:27].C(P(CCCC)CCCC)CCC.N(C(N1CCCCC1)=O)=NC(N1CCCCC1)=O. (6) Given the product [F:41][C:2]([F:1])([F:40])[C:3]1[CH:4]=[C:5]([C:13]([CH3:38])([CH3:39])[C:14]([N:16]([C:18]2[C:19]([C:30]3[CH:35]=[CH:34][C:33]([F:36])=[CH:32][C:31]=3[CH3:37])=[CH:20][C:21]([CH:24]3[CH2:29][CH2:28][NH:27][CH2:26][CH2:25]3)=[N:22][CH:23]=2)[CH3:17])=[O:15])[CH:6]=[C:7]([C:9]([F:12])([F:10])[F:11])[CH:8]=1, predict the reactants needed to synthesize it. The reactants are: [F:1][C:2]([F:41])([F:40])[C:3]1[CH:4]=[C:5]([C:13]([CH3:39])([CH3:38])[C:14]([N:16]([C:18]2[C:19]([C:30]3[CH:35]=[CH:34][C:33]([F:36])=[CH:32][C:31]=3[CH3:37])=[CH:20][C:21]([C:24]3[CH:29]=[CH:28][N:27]=[CH:26][CH:25]=3)=[N:22][CH:23]=2)[CH3:17])=[O:15])[CH:6]=[C:7]([C:9]([F:12])([F:11])[F:10])[CH:8]=1.S(=O)(=O)(O)O. (7) Given the product [ClH:18].[CH2:19]([C:13]1[CH:12]=[CH:11][C:10]2[CH2:9][NH:8][CH2:17][CH2:16][C:15]=2[N:14]=1)[CH:20]([CH3:22])[CH3:21], predict the reactants needed to synthesize it. The reactants are: C([N:8]1[CH2:17][CH2:16][C:15]2[N:14]=[C:13]([Cl:18])[CH:12]=[CH:11][C:10]=2[CH2:9]1)C1C=CC=CC=1.[CH2:19]([Mg]Br)[CH:20]([CH3:22])[CH3:21].